This data is from Peptide-MHC class I binding affinity with 185,985 pairs from IEDB/IMGT. The task is: Regression. Given a peptide amino acid sequence and an MHC pseudo amino acid sequence, predict their binding affinity value. This is MHC class I binding data. (1) The peptide sequence is SNCRTLLSR. The MHC is HLA-A31:01 with pseudo-sequence HLA-A31:01. The binding affinity (normalized) is 0.707. (2) The binding affinity (normalized) is 0.539. The peptide sequence is DLTAALRDV. The MHC is HLA-A02:03 with pseudo-sequence HLA-A02:03. (3) The MHC is HLA-C06:02 with pseudo-sequence HLA-C06:02. The binding affinity (normalized) is 0. The peptide sequence is KRWIILGLNK.